Dataset: Retrosynthesis with 50K atom-mapped reactions and 10 reaction types from USPTO. Task: Predict the reactants needed to synthesize the given product. Given the product Cc1cccc(C)c1Nc1ccccc1[N+](=O)[O-], predict the reactants needed to synthesize it. The reactants are: Cc1cccc(C)c1N.O=[N+]([O-])c1ccccc1Cl.